From a dataset of Forward reaction prediction with 1.9M reactions from USPTO patents (1976-2016). Predict the product of the given reaction. (1) Given the reactants Cl.[CH3:2][O:3][C:4]([C@@H:6]1[CH2:10][CH2:9][CH2:8][C@@H:7]1[NH2:11])=[O:5].[F:12][C:13]1[CH:20]=[CH:19][C:16]([CH:17]=O)=[CH:15][C:14]=1[Cl:21].C(O)(=O)C.[BH4-].[Na+], predict the reaction product. The product is: [CH3:2][O:3][C:4]([C@@H:6]1[CH2:10][CH2:9][CH2:8][C@@H:7]1[NH:11][CH2:17][C:16]1[CH:19]=[CH:20][C:13]([F:12])=[C:14]([Cl:21])[CH:15]=1)=[O:5]. (2) The product is: [CH2:8]([O:10][C:11]1[C:14](=[O:15])[C:13](=[O:18])[C:12]=1[NH:1][C:2]1[CH:7]=[N:6][CH:5]=[CH:4][N:3]=1)[CH3:9]. Given the reactants [NH2:1][C:2]1[CH:7]=[N:6][CH:5]=[CH:4][N:3]=1.[CH2:8]([O:10][C:11]1[C:12](=O)[C:13](=[O:18])[C:14]=1[O:15]CC)[CH3:9], predict the reaction product. (3) Given the reactants C[C:2](C)([O-:4])C.[K+].[Cl:7][C:8]1[CH:13]=[CH:12][CH:11]=[C:10]([F:14])[C:9]=1[CH2:15][C:16]([CH2:18][NH:19][N:20]=[C:21](C)C(OCC)=O)=[O:17].Cl.[CH3:29]N(C=O)C, predict the reaction product. The product is: [Cl:7][C:8]1[CH:13]=[CH:12][CH:11]=[C:10]([F:14])[C:9]=1[C:15]1[C:2](=[O:4])[N:20]([CH3:21])[N:19]=[C:18]([CH3:29])[C:16]=1[OH:17]. (4) Given the reactants [CH3:1][C:2]([CH3:18])([CH3:17])[CH2:3][O:4][C:5](=[O:16])[C:6]1[CH:11]=[CH:10][C:9]([C:12]([F:15])([F:14])[F:13])=[CH:8][CH:7]=1.C([O:22][B:23](OC(C)C)[O:24]C(C)C)(C)C.C([N-]C(C)C)(C)C.[Li+], predict the reaction product. The product is: [CH3:1][C:2]([CH3:18])([CH3:17])[CH2:3][O:4][C:5]([C:6]1[CH:11]=[CH:10][C:9]([C:12]([F:13])([F:14])[F:15])=[CH:8][C:7]=1[B:23]([OH:24])[OH:22])=[O:16].